Dataset: Catalyst prediction with 721,799 reactions and 888 catalyst types from USPTO. Task: Predict which catalyst facilitates the given reaction. (1) Reactant: [F:1][C:2]([F:39])([F:38])[C:3]1[CH:4]=[C:5]([CH:31]=[C:32]([C:34]([F:37])([F:36])[F:35])[CH:33]=1)[CH2:6][N:7]([CH3:30])[C:8](=[O:29])[C:9]1[C:14]([C:15]2[CH:20]=[CH:19][CH:18]=[CH:17][C:16]=2[CH3:21])=[CH:13][C:12]([CH:22](O)[CH2:23][CH2:24][CH2:25][CH2:26][CH3:27])=[N:11][CH:10]=1.C(N(CC)CC)C.CS([Cl:51])(=O)=O.C1(C)C=CC=CC=1. Product: [F:1][C:2]([F:39])([F:38])[C:3]1[CH:4]=[C:5]([CH:31]=[C:32]([C:34]([F:37])([F:36])[F:35])[CH:33]=1)[CH2:6][N:7]([CH3:30])[C:8](=[O:29])[C:9]1[C:14]([C:15]2[CH:20]=[CH:19][CH:18]=[CH:17][C:16]=2[CH3:21])=[CH:13][C:12]([CH:22]([Cl:51])[CH2:23][CH2:24][CH2:25][CH2:26][CH3:27])=[N:11][CH:10]=1. The catalyst class is: 4. (2) Product: [C:26]([C:24]1[CH:25]=[C:20]([CH3:19])[C:21]([NH:32][C:33](=[O:40])[CH2:34][N:35]2[CH2:39][CH2:38][CH2:37][CH2:36]2)=[N:22][CH:23]=1)#[CH:27]. Reactant: CCCC[N+](CCCC)(CCCC)CCCC.[F-].[CH3:19][C:20]1[C:21]([NH:32][C:33](=[O:40])[CH2:34][N:35]2[CH2:39][CH2:38][CH2:37][CH2:36]2)=[N:22][CH:23]=[C:24]([C:26]#[C:27][Si](C)(C)C)[CH:25]=1. The catalyst class is: 1. (3) Reactant: Cl[C:2]1[C:11]2[C:6](=[CH:7][C:8]([C:12]([F:15])([F:14])[F:13])=[CH:9][CH:10]=2)[N:5]=[C:4]([C:16]([C:18]2[CH:23]=[CH:22][C:21]([F:24])=[CH:20][CH:19]=2)=[O:17])[N:3]=1.CCN(C(C)C)C(C)C.[CH3:34][C:35]1[NH:39][N:38]=[C:37]([NH2:40])[CH:36]=1.[I-].[K+]. Product: [F:24][C:21]1[CH:22]=[CH:23][C:18]([C:16]([C:4]2[N:3]=[C:2]([NH:40][C:37]3[CH:36]=[C:35]([CH3:34])[NH:39][N:38]=3)[C:11]3[C:6](=[CH:7][C:8]([C:12]([F:13])([F:14])[F:15])=[CH:9][CH:10]=3)[N:5]=2)=[O:17])=[CH:19][CH:20]=1. The catalyst class is: 18. (4) Reactant: [O:1]1[CH2:6][CH2:5][CH2:4][NH:3][C:2]1=[S:7].[CH3:8][O:9][S:10]([C:13]([F:16])([F:15])[F:14])(=[O:12])=[O:11].CCOCC. Product: [F:14][C:13]([F:16])([F:15])[S:10]([OH:12])(=[O:11])=[O:9].[CH3:8][S:7][C:2]1[O:1][CH2:6][CH2:5][CH2:4][N:3]=1. The catalyst class is: 4. (5) Reactant: CO[C:3]([C:5]1[N:6]=[C:7]([C:23]#[N:24])[C:8]2[C:13]([C:14]=1[OH:15])=[CH:12][CH:11]=[C:10]([O:16][C:17]1[CH:22]=[CH:21][CH:20]=[CH:19][CH:18]=1)[CH:9]=2)=[O:4].[NH2:25][C:26]([CH3:32])([CH3:31])[CH2:27][C:28]([OH:30])=[O:29].C[O-].[Na+].Cl. Product: [C:23]([C:7]1[C:8]2[C:13](=[CH:12][CH:11]=[C:10]([O:16][C:17]3[CH:18]=[CH:19][CH:20]=[CH:21][CH:22]=3)[CH:9]=2)[C:14]([OH:15])=[C:5]([C:3]([NH:25][C:26]([CH3:32])([CH3:31])[CH2:27][C:28]([OH:30])=[O:29])=[O:4])[N:6]=1)#[N:24]. The catalyst class is: 18.